From a dataset of NCI-60 drug combinations with 297,098 pairs across 59 cell lines. Regression. Given two drug SMILES strings and cell line genomic features, predict the synergy score measuring deviation from expected non-interaction effect. Drug 2: C1=NC2=C(N1)C(=S)N=CN2. Synergy scores: CSS=65.8, Synergy_ZIP=-0.398, Synergy_Bliss=0.114, Synergy_Loewe=-5.57, Synergy_HSA=1.18. Cell line: LOX IMVI. Drug 1: C1=NC(=NC(=O)N1C2C(C(C(O2)CO)O)O)N.